Dataset: hERG potassium channel inhibition data for cardiac toxicity prediction from Karim et al.. Task: Regression/Classification. Given a drug SMILES string, predict its toxicity properties. Task type varies by dataset: regression for continuous values (e.g., LD50, hERG inhibition percentage) or binary classification for toxic/non-toxic outcomes (e.g., AMES mutagenicity, cardiotoxicity, hepatotoxicity). Dataset: herg_karim. (1) The molecule is Cc1ccccc1Cn1ccc2c(OC3CCN(Cc4cscn4)CC3)ncnc21. The result is 1 (blocker). (2) The drug is CC1(c2cc(C(F)(F)F)cc(C(F)(F)F)c2)CCN([C@]2(c3ccccc3)CC[C@@H](N3CCC4(CCOC4)CC3)CC2)C1=O. The result is 1 (blocker). (3) The drug is O=C1CCCCN1C1CCN(CCOc2ccc(Oc3nc4ccccc4s3)cc2)CC1. The result is 1 (blocker).